This data is from Drug-target binding data from BindingDB using IC50 measurements. The task is: Regression. Given a target protein amino acid sequence and a drug SMILES string, predict the binding affinity score between them. We predict pIC50 (pIC50 = -log10(IC50 in M); higher means more potent). Dataset: bindingdb_ic50. (1) The small molecule is Cc1cccc(Nc2cc(Oc3ccccc3C#N)nnc2C(N)=O)n1. The target protein sequence is PKEVYLDRKLLTLEDKELGSGNFGTVKKGYYQMKKVVKTVAVKILKNEANDPALKDELLAEANVMQQLDNPYIVRMIGICEAESWMLVMEMAELGPLNKYLQQNRHVKDKNIIELVHQVSMGMKYLEESNFVHRDLAARNVLLVTQHYAKISDFGLSKALRADENYYKAQTHGKWPVKWYAPECINYYKFSSKSDVWSFGVLMWEAFSYGQKPYRGMKGSEVTAMLEKGERMGCPAGCPREMYDLMNLCWTYDVENRPGFAAVELRLRNYYYDVVN. The pIC50 is 6.4. (2) The drug is CC(=O)N[C@@H](C)CCc1ccc(Oc2ccc(OC(C)C)nc2)cc1. The target protein sequence is MVLLLFLTCLVFSCLTISWLKIWGKMTDSKPLSNSKVDASLLSSKEESFSASDQSEEHGDCSCPLTTPDQEELASHGGPVDASQQRNSVPSSHQKPPRNPLSSNDTCSSPELQTNGVAAPGSEVPEANGLPFPARPQTQRTGSPTREDKKQAHIKRQLMTSFILGSLDDNSSDEDPSASSFQTSSRKGSRASLGTLSQEAALNTADPESHTPTMRPSMSGLHLVKRGREHKKLDLHRDFTVASPAEFVTRFGGNRVIETVLIANNGIAAVKCMRSIRRWAYEMFRNERAIRFVVMVTPEDLKANAEYIKMADQYVPVPGGPNNNNYANVELIIDIAKRIPVQAVWAGWGHASENPKLPELLCKHEIAFLGPPSEAMWALGDKISSTIVAQTLQIPTLPWSGSGLTVEWTEDSQHQGKCISVPEDVYEQGCVRDVDEGLQAAEKVGFPLMIKASEGGGGKGIRRAESAEDFPMLFRQVQSEIPGSPIFLMKLAQNARHLEV.... The pIC50 is 6.4. (3) The compound is O=C(Nc1scc(-c2ccc(Br)cc2)c1C(=O)O)c1ccccc1F. The target protein (Q9R0P9) has sequence MQLKPMEINPEMLNKVLAKLGVAGQWRFADVLGLEEETLGSVPSPACALLLLFPLTAQHENFRKKQIEELKGQEVSPKVYFMKQTIGNSCGTIGLIHAVANNQDKLEFEDGSVLKQFLSETEKLSPEDRAKCFEKNEAIQAAHDSVAQEGQCRVDDKVNFHFILFNNVDGHLYELDGRMPFPVNHGASSEDSLLQDAAKVCREFTEREQGEVRFSAVALCKAA. The pIC50 is 4.9. (4) The compound is O=C1c2ccccc2-c2nc(-c3ccccc3)ncc21. The target protein (P19643) has sequence MSNKCDVIVVGGGISGMAAAKLLHDCGLSVVVLEARDRVGGRTYTIRNKNVKYVDLGGSYVGPTQNRILRLAKELGLETYKVNEVERLIHFVKGKSYAFRGPFPPVWNPITYLDYNNLWRTMDEMGQEIPSDAPWKAPLAEEWDYMTMKELLDKICWTNSTKQIATLFVNLCVTAETHEVSALWFLWYVKQCGGTTRIISTTNGGQERKFIGGSGQVSERIKDILGDRVKLERPVIHIDQTGENVVVKTLNHEIYEAKYVISAIPPVLGMKIHHSPPLPILRNQLITRVPLGSVIKCMVYYKEPFWRKKDFCGTMVIEGEEAPIAYTLDDTKPDGSCAAIMGFILAHKARKLVRLTKEERLRKLCELYAKVLNSQEALQPVHYEEKNWCEEQYSGGCYTAYFPPGILTQYGRVLRQPVGKIFFAGTETASHWSGYMEGAVEAGERAAREILHAIGKIPEDEIWQPEPESVDVPARPITNTFLERHLPSVPGLLKLLGLTT.... The pIC50 is 4.9. (5) The compound is O=c1[nH]c2c(-c3ccccc3)csc2c(=O)n1O. The target protein (P28715) has sequence MGVQGLWKLLECSGRQVSPEALEGKILAVDISIWLNQALKGVRDRHGNSIENPHLLTLFHRLCKLLFFRIRPIFVFDGDAPLLKKQTLVKRRQRKDLASSDSRKTTEKLLKTFLKRQAIKTAFRSKRDEALPSLTQVRRENDLYVLPPLQEEEKHSSEEEDEKEWQERMNQKQALQEEFFHNPQAIDIESEDFSSLPPEVKHEILTDMKEFTKRRRTLFEAMPEESDDFSQYQLKGLLKKNYLNQHIEHVQKEMNQQHSGHIRRQYEDEGGFLKEVESRRVVSEDTSHYILIKGIQAKTVAEVDSESLPSSSKMHGMSFDVKSSPCEKLKTEKEPDATPPSPRTLLAMQAALLGSSSEEELESENRRQARGRNAPAAVDEGSISPRTLSAIKRALDDDEDVKVCAGDDVQTGGPGAEEMRINSSTENSDEGLKVRDGKGIPFTATLASSSVNSAEEHVASTNEGREPTDSVPKEQMSLVHVGTEAFPISDESMIKDRKDR.... The pIC50 is 9.9. (6) The compound is O=C(O)c1csc(-c2ccc3c(c2)CCO3)n1. The target protein (O15496) has sequence MGPLPVCLPIMLLLLLPSLLLLLLLPGPGSGEASRILRVHRRGILELAGTVGCVGPRTPIAYMKYGCFCGLGGHGQPRDAIDWCCHGHDCCYTRAEEAGCSPKTERYSWQCVNQSVLCGPAENKCQELLCKCDQEIANCLAQTEYNLKYLFYPQFLCEPDSPKCD. The pIC50 is 4.2. (7) The drug is CS(=O)c1ccc(-c2nc(-c3ccncc3)c(-c3ccc(F)cc3)[nH]2)cc1. The target protein sequence is MSQERPTFYRQELNKTIWEVPERYQNLSPVGSGAYGSVCAAFDTKTGHRVAVKKLSRPFQSIIHAKRTYRELRLLKHMKHENVIGLLDVFTPARSLEEFNDVYLVTHLMDADLNNIVKCQKLTDDHVQFLIYQILRGLKYIHSADIIHRDLKPSNLAVNEDCELKILDFGLARHTDDEMTGYVATRWYRAPEIMLNWMHYNQTVDIWSVGCIMAELLTGRTLFPGTDHIDQLKLILRLVGTPGAELLKKISSESARNYIQSLAQMPKMNFANVFIGANPLAVDLLEKMLVLDSDKRITAAQALAHAYFAQYHDPDDEPVADPYDQSFESRDLLIDEWKSLTYDEVISFVPPPLDQEEMES. The pIC50 is 7.2. (8) The drug is O=C(O)C1(C(=O)O)C23c4c5c6c7c8c4-c4c2c2c9c%10c%11c%12c(c-5c5c%13c%14c%15c%16c%17c(c-7c7c%18c%19c%20c%21c(c4C%204C(C(=O)O)(C(=O)O)C874)c2c2c9c4c%11c7c(c%13%12)c%14c8c%16c9c(c%18%17)c%19c%11c%21c2c2c4c7c8c9c%112)C%152C(C(=O)O)(C(=O)O)C652)C%1013. The target protein (Q99895) has sequence MLGITVLAALLACASSCGVPSFPPNLSARVVGGEDARPHSWPWQISLQYLKNDTWRHTCGGTLIASNFVLTAAHCISNTRTYRVAVGKNNLEVEDEEGSLFVGVDTIHVHKRWNALLLRNDIALIKLAEHVELSDTIQVACLPEKDSLLPKDYPCYVTGWGRLWTNGPIADKLQQGLQPVVDHATCSRIDWWGFRVKKTMVCAGGDGVISACNGDSGGPLNCQLENGSWEVFGIVSFGSRRGCNTRKKPVVYTRVSAYIDWINEKMQL. The pIC50 is 4.2. (9) The drug is CNC(=O)c1ccc(C)c(Nc2nc(NC)nc3c2cnn3-c2ccccc2)c1. The target protein (Q15759) has sequence MSGPRAGFYRQELNKTVWEVPQRLQGLRPVGSGAYGSVCSAYDARLRQKVAVKKLSRPFQSLIHARRTYRELRLLKHLKHENVIGLLDVFTPATSIEDFSEVYLVTTLMGADLNNIVKCQALSDEHVQFLVYQLLRGLKYIHSAGIIHRDLKPSNVAVNEDCELRILDFGLARQADEEMTGYVATRWYRAPEIMLNWMHYNQTVDIWSVGCIMAELLQGKALFPGSDYIDQLKRIMEVVGTPSPEVLAKISSEHARTYIQSLPPMPQKDLSSIFRGANPLAIDLLGRMLVLDSDQRVSAAEALAHAYFSQYHDPEDEPEAEPYDESVEAKERTLEEWKELTYQEVLSFKPPEPPKPPGSLEIEQ. The pIC50 is 7.9.